From a dataset of Peptide-MHC class I binding affinity with 185,985 pairs from IEDB/IMGT. Regression. Given a peptide amino acid sequence and an MHC pseudo amino acid sequence, predict their binding affinity value. This is MHC class I binding data. (1) The peptide sequence is YPRNGWPAL. The MHC is HLA-C04:01 with pseudo-sequence HLA-C04:01. The binding affinity (normalized) is 0.213. (2) The peptide sequence is DVSLSAYII. The MHC is HLA-A02:01 with pseudo-sequence HLA-A02:01. The binding affinity (normalized) is 0.324.